This data is from Reaction yield outcomes from USPTO patents with 853,638 reactions. The task is: Predict the reaction yield, written as a fraction of the theoretical maximum amount of product (1.0 means a 100% yield; for example, 0.34 means a 34% yield). (1) The reactants are [NH2:1][C:2](=[N:11][O:12][CH:13]([CH3:15])[CH3:14])[C:3](=[N:6][O:7][CH:8]([CH3:10])[CH3:9])[C:4]#[N:5].OO.C(=O)([O-])[O-:19].[Na+].[Na+].S([O-])([O-])(=O)=S.[Na+].[Na+]. The catalyst is [Br-].C([N+](CCCC)(CCCC)CCCC)CCC.CO. The product is [NH2:1][C:2](=[N:11][O:12][CH:13]([CH3:15])[CH3:14])[C:3](=[N:6][O:7][CH:8]([CH3:9])[CH3:10])[C:4]([NH2:5])=[O:19]. The yield is 0.920. (2) The reactants are [C:1]([O:5][C:6]([NH:8][CH2:9][C:10]1([C:16](OCC=C)=O)[CH2:14][CH2:13][CH2:12][C:11]1=[O:15])=[O:7])([CH3:4])([CH3:3])[CH3:2].[CH3:22][CH2:23]OC(C)=O. No catalyst specified. The product is [CH2:16]([C@:10]1([CH2:9][NH:8][C:6](=[O:7])[O:5][C:1]([CH3:2])([CH3:3])[CH3:4])[CH2:14][CH2:13][CH2:12][C:11]1=[O:15])[CH:22]=[CH2:23]. The yield is 0.980. (3) The reactants are Br[Zn][CH2:3][CH2:4][CH2:5][CH2:6][CH2:7][CH2:8][CH2:9][CH2:10][C:11]([O:13][CH2:14][CH3:15])=[O:12].FC(F)(F)S(O[C:22]1[C:27]([CH3:29])([CH3:28])[CH2:26][CH2:25][CH2:24][C:23]=1[CH3:30])(=O)=O.C(OCC)C. The catalyst is CC(N(C)C)=O.C1C=CC([P]([Pd]([P](C2C=CC=CC=2)(C2C=CC=CC=2)C2C=CC=CC=2)([P](C2C=CC=CC=2)(C2C=CC=CC=2)C2C=CC=CC=2)[P](C2C=CC=CC=2)(C2C=CC=CC=2)C2C=CC=CC=2)(C2C=CC=CC=2)C2C=CC=CC=2)=CC=1. The product is [CH3:30][C:23]1[CH2:24][CH2:25][CH2:26][C:27]([CH3:29])([CH3:28])[C:22]=1[CH2:3][CH2:4][CH2:5][CH2:6][CH2:7][CH2:8][CH2:9][CH2:10][C:11]([O:13][CH2:14][CH3:15])=[O:12]. The yield is 0.530. (4) The reactants are [C:1]([C:4]1[C:9]([NH:10][C:11]([C:13]2[S:14][CH:15]=[C:16]([CH:18]([CH3:20])[CH3:19])[N:17]=2)=O)=[C:8]([CH3:21])[C:7]([O:22][CH3:23])=[CH:6][CH:5]=1)(=[O:3])[CH3:2].C(C1N=C(C2C=C(O)C3C(=CC(OC)=CC=3)N=2)SC=1)(C)C. The product is [CH:18]([C:16]1[N:17]=[C:13]([C:11]2[CH:2]=[C:1]([OH:3])[C:4]3[C:9](=[C:8]([CH3:21])[C:7]([O:22][CH3:23])=[CH:6][CH:5]=3)[N:10]=2)[S:14][CH:15]=1)([CH3:20])[CH3:19]. No catalyst specified. The yield is 0.600. (5) The reactants are CO[C:3]([C:5]1[CH:10]=[N:9][C:8]([NH:11][CH2:12][C:13]2[C:14]([C:19]3[CH:24]=[CH:23][CH:22]=[CH:21][CH:20]=3)=[N:15][O:16][C:17]=2[CH3:18])=[CH:7][N:6]=1)=[O:4].[CH:25]1([NH2:28])[CH2:27][CH2:26]1. No catalyst specified. The product is [CH:25]1([NH:28][C:3]([C:5]2[CH:10]=[N:9][C:8]([NH:11][CH2:12][C:13]3[C:14]([C:19]4[CH:20]=[CH:21][CH:22]=[CH:23][CH:24]=4)=[N:15][O:16][C:17]=3[CH3:18])=[CH:7][N:6]=2)=[O:4])[CH2:27][CH2:26]1. The yield is 0.860. (6) The reactants are [H-].[Na+].[F:3][C:4]([F:18])([F:17])[C:5]1[CH:10]=[CH:9][CH:8]=[CH:7][C:6]=1[CH:11]([OH:16])[C:12]([F:15])([F:14])[F:13].[NH2:19][C:20]1[N:25]=[C:24](Cl)[CH:23]=[C:22]([Cl:27])[N:21]=1.O. The catalyst is C1COCC1.C(OCC)(=O)C. The product is [Cl:27][C:22]1[CH:23]=[C:24]([O:16][CH:11]([C:6]2[CH:7]=[CH:8][CH:9]=[CH:10][C:5]=2[C:4]([F:17])([F:18])[F:3])[C:12]([F:13])([F:14])[F:15])[N:25]=[C:20]([NH2:19])[N:21]=1. The yield is 0.710.